This data is from Forward reaction prediction with 1.9M reactions from USPTO patents (1976-2016). The task is: Predict the product of the given reaction. (1) Given the reactants [CH3:1][C:2]1([CH3:13])[C:7](=[O:8])[CH2:6][C:5](=[O:9])[C:4]([CH3:11])([CH3:10])[C:3]1=[O:12].C(Cl)(Cl)Cl.C([O-])(=O)C.C([O-])(=O)C.C([O-])(=O)C.[Br:30][C:31]1[CH:36]=[CH:35][C:34]([Pb+3])=[C:33]([CH2:38][CH3:39])[CH:32]=1.Cl, predict the reaction product. The product is: [Br:30][C:31]1[CH:36]=[CH:35][C:34]([CH:6]2[C:5](=[O:9])[C:4]([CH3:11])([CH3:10])[C:3](=[O:12])[C:2]([CH3:13])([CH3:1])[C:7]2=[O:8])=[C:33]([CH2:38][CH3:39])[CH:32]=1. (2) Given the reactants CN(C(ON1N=N[C:11]2[CH:12]=[CH:13][CH:14]=[CH:15][C:10]1=2)=[N+](C)C)C.[B-](F)(F)(F)F.CC[N:25]([CH:29](C)C)[CH:26]([CH3:28])C.C([O:34][C:35](=[O:51])[C:36]1[CH:41]=[CH:40][C:39]([NH:42][C@@H:43]2[CH2:48][CH2:47][CH2:46][CH2:45][C@H:44]2[OH:49])=[C:38]([NH2:50])[CH:37]=1)C.C[N:53]([CH:55]=O)[CH3:54], predict the reaction product. The product is: [OH:49][C@@H:44]1[CH2:45][CH2:46][CH2:47][CH2:48][C@H:43]1[N:42]1[C:39]2[CH:40]=[CH:41][C:36]([C:35]([OH:34])=[O:51])=[CH:37][C:38]=2[N:50]=[C:41]1[C:36]1[CH:35]=[C:54]2[C:26](=[CH:28][CH:37]=1)[N:25]=[C:29]([C:10]1[CH:11]=[CH:12][CH:13]=[CH:14][CH:15]=1)[CH:55]=[N:53]2. (3) Given the reactants Cl[C:2]1[CH:3]=[C:4]([CH:29]=[CH:30][N:31]=1)[C:5]([NH:7][C:8]1[CH:9]=[N:10][C:11]([N:14]2[C:18]([C:19]([F:22])([F:21])[F:20])=[CH:17][C:16]([C:23]3[CH:24]=[N:25][CH:26]=[CH:27][CH:28]=3)=[N:15]2)=[CH:12][CH:13]=1)=[O:6].[N:32]1([CH2:38][CH2:39][CH2:40][NH2:41])[CH2:37][CH2:36][O:35][CH2:34][CH2:33]1, predict the reaction product. The product is: [N:32]1([CH2:38][CH2:39][CH2:40][NH:41][C:2]2[CH:3]=[C:4]([CH:29]=[CH:30][N:31]=2)[C:5]([NH:7][C:8]2[CH:9]=[N:10][C:11]([N:14]3[C:18]([C:19]([F:22])([F:20])[F:21])=[CH:17][C:16]([C:23]4[CH:24]=[N:25][CH:26]=[CH:27][CH:28]=4)=[N:15]3)=[CH:12][CH:13]=2)=[O:6])[CH2:37][CH2:36][O:35][CH2:34][CH2:33]1. (4) Given the reactants [NH2:1][C:2]1[CH:7]=[CH:6][C:5]([CH:8]([CH3:13])[C:9]([O:11][CH3:12])=[O:10])=[CH:4][CH:3]=1.Br[CH2:15][CH2:16][CH2:17][CH2:18]Br.C(N(CC)C(C)C)(C)C, predict the reaction product. The product is: [N:1]1([C:2]2[CH:3]=[CH:4][C:5]([CH:8]([CH3:13])[C:9]([O:11][CH3:12])=[O:10])=[CH:6][CH:7]=2)[CH2:18][CH2:17][CH2:16][CH2:15]1. (5) Given the reactants [NH2:1][CH2:2][C:3]([O:5][CH3:6])=[O:4].Br[CH2:8][C:9]1[CH:10]=[C:11]([CH:16]=[CH:17][C:18]=1[N+:19]([O-:21])=[O:20])[C:12]([O:14][CH3:15])=[O:13].CCN(C(C)C)C(C)C, predict the reaction product. The product is: [CH3:6][O:5][C:3](=[O:4])[CH2:2][NH:1][CH2:8][C:9]1[CH:10]=[C:11]([CH:16]=[CH:17][C:18]=1[N+:19]([O-:21])=[O:20])[C:12]([O:14][CH3:15])=[O:13]. (6) Given the reactants [CH2:1]([C@H:8]1[NH:13][CH2:12][CH2:11][N:10]([C:14]([O:16][C:17]([CH3:20])([CH3:19])[CH3:18])=[O:15])[CH2:9]1)[C:2]1[CH:7]=[CH:6][CH:5]=[CH:4][CH:3]=1.[Br:21][C:22]1[CH:26]=[CH:25][S:24][C:23]=1[C:27](O)=[O:28].CCN=C=NCCCN(C)C.C1C=CC2N(O)N=NC=2C=1, predict the reaction product. The product is: [CH2:1]([C@H:8]1[N:13]([C:27]([C:23]2[S:24][CH:25]=[CH:26][C:22]=2[Br:21])=[O:28])[CH2:12][CH2:11][N:10]([C:14]([O:16][C:17]([CH3:20])([CH3:19])[CH3:18])=[O:15])[CH2:9]1)[C:2]1[CH:3]=[CH:4][CH:5]=[CH:6][CH:7]=1. (7) The product is: [C:18]([C:17]1[CH:20]=[CH:21][C:14]([C:11](=[O:13])[CH2:12][C:22](=[O:28])[C:23]([O:25][CH2:26][CH3:27])=[O:24])=[CH:15][CH:16]=1)#[N:19]. Given the reactants C[Si]([N-][Si](C)(C)C)(C)C.[Li+].[C:11]([C:14]1[CH:21]=[CH:20][C:17]([C:18]#[N:19])=[CH:16][CH:15]=1)(=[O:13])[CH3:12].[C:22](OCC)(=[O:28])[C:23]([O:25][CH2:26][CH3:27])=[O:24].Cl, predict the reaction product. (8) Given the reactants [NH2:1][C@@H:2]([CH2:6][O:7][Si:8]([C:11]([CH3:14])([CH3:13])[CH3:12])([CH3:10])[CH3:9])[CH2:3][CH2:4][OH:5].FC(F)(F)C(O)=O.C(N(CC)CC)C.O=[CH:30][CH2:31][C:32]1[CH:43]=[CH:42][C:35]([C:36]([O:38][CH:39]([CH3:41])[CH3:40])=[O:37])=[CH:34][CH:33]=1.C([BH3-])#N.[Na+], predict the reaction product. The product is: [Si:8]([O:7][CH2:6][C@H:2]([NH:1][CH2:30][CH2:31][C:32]1[CH:43]=[CH:42][C:35]([C:36]([O:38][CH:39]([CH3:40])[CH3:41])=[O:37])=[CH:34][CH:33]=1)[CH2:3][CH2:4][OH:5])([C:11]([CH3:14])([CH3:13])[CH3:12])([CH3:10])[CH3:9].